Dataset: NCI-60 drug combinations with 297,098 pairs across 59 cell lines. Task: Regression. Given two drug SMILES strings and cell line genomic features, predict the synergy score measuring deviation from expected non-interaction effect. (1) Drug 1: C1=CC(=CC=C1C#N)C(C2=CC=C(C=C2)C#N)N3C=NC=N3. Drug 2: CN(C(=O)NC(C=O)C(C(C(CO)O)O)O)N=O. Cell line: TK-10. Synergy scores: CSS=0.0765, Synergy_ZIP=2.57, Synergy_Bliss=3.31, Synergy_Loewe=0.164, Synergy_HSA=0.0679. (2) Drug 1: C1=CC(=C2C(=C1NCCNCCO)C(=O)C3=C(C=CC(=C3C2=O)O)O)NCCNCCO. Drug 2: B(C(CC(C)C)NC(=O)C(CC1=CC=CC=C1)NC(=O)C2=NC=CN=C2)(O)O. Cell line: OVCAR-4. Synergy scores: CSS=13.9, Synergy_ZIP=-6.43, Synergy_Bliss=-2.94, Synergy_Loewe=-2.48, Synergy_HSA=-2.66.